The task is: Predict the product of the given reaction.. This data is from Forward reaction prediction with 1.9M reactions from USPTO patents (1976-2016). (1) Given the reactants [C:1](Cl)(=O)C(Cl)=O.[Cl:7][C:8]1[CH:9]=[C:10]([C:15]([C@H:17]2[CH2:19][C@@H:18]2[C:20]([OH:22])=[O:21])=[O:16])[CH:11]=[CH:12][C:13]=1[Cl:14].CN(C=O)C.C(O)[CH2:29][CH2:30][CH3:31], predict the reaction product. The product is: [Cl:7][C:8]1[CH:9]=[C:10]([C:15]([C@H:17]2[CH2:19][C@@H:18]2[C:20]([O:22][CH2:1][CH:30]([CH3:29])[CH3:31])=[O:21])=[O:16])[CH:11]=[CH:12][C:13]=1[Cl:14]. (2) Given the reactants [CH3:1][Si](C=[N+]=[N-])(C)C.[CH2:8]([C@:15]1([CH2:21][C:22]([OH:24])=[O:23])[CH2:19][CH2:18][C@@H:17]([CH3:20])[CH2:16]1)[C:9]1[CH:14]=[CH:13][CH:12]=[CH:11][CH:10]=1, predict the reaction product. The product is: [CH3:1][O:23][C:22](=[O:24])[CH2:21][C@@:15]1([CH2:8][C:9]2[CH:14]=[CH:13][CH:12]=[CH:11][CH:10]=2)[CH2:19][CH2:18][C@@H:17]([CH3:20])[CH2:16]1. (3) Given the reactants [NH2:1][C:2]1[CH:3]=[C:4]([SH:8])[CH:5]=[CH:6][CH:7]=1.C(=O)([O-])[O-].[Cs+].[Cs+].Cl[C:16]1[C:25]2[C:20](=[CH:21][C:22]([O:31][CH2:32][CH2:33][O:34][CH3:35])=[C:23]([O:26][CH2:27][CH2:28][O:29][CH3:30])[CH:24]=2)[N:19]=[CH:18][N:17]=1, predict the reaction product. The product is: [CH3:30][O:29][CH2:28][CH2:27][O:26][C:23]1[CH:24]=[C:25]2[C:20](=[CH:21][C:22]=1[O:31][CH2:32][CH2:33][O:34][CH3:35])[N:19]=[CH:18][N:17]=[C:16]2[S:8][C:4]1[CH:3]=[C:2]([CH:7]=[CH:6][CH:5]=1)[NH2:1]. (4) Given the reactants [F:1][C:2]([F:17])([F:16])[C:3]1[CH:8]=[CH:7][C:6]([C:9]2[NH:13][N:12]=[C:11]([CH2:14]O)[CH:10]=2)=[CH:5][CH:4]=1.S(Cl)([Cl:20])=O, predict the reaction product. The product is: [Cl:20][CH2:14][C:11]1[CH:10]=[C:9]([C:6]2[CH:7]=[CH:8][C:3]([C:2]([F:17])([F:16])[F:1])=[CH:4][CH:5]=2)[NH:13][N:12]=1. (5) Given the reactants [CH3:1][O:2][C:3]1[CH:10]=[CH:9][C:6]([CH2:7][NH2:8])=[CH:5][CH:4]=1.[OH:11][C:12]1[CH:17]=[C:16]([CH3:18])[O:15][C:14](=O)[CH:13]=1, predict the reaction product. The product is: [OH:11][C:12]1[CH:17]=[C:16]([CH3:18])[N:8]([CH2:7][C:6]2[CH:9]=[CH:10][C:3]([O:2][CH3:1])=[CH:4][CH:5]=2)[C:14](=[O:15])[CH:13]=1. (6) Given the reactants C([N:8]1[CH2:13][CH2:12][C:11]([C:16]2[CH:21]=[CH:20][C:19]([Cl:22])=[C:18]([Cl:23])[CH:17]=2)([C:14]#[N:15])[CH2:10][CH2:9]1)(OC(C)(C)C)=O.C(O)(C(F)(F)F)=O, predict the reaction product. The product is: [Cl:23][C:18]1[CH:17]=[C:16]([C:11]2([C:14]#[N:15])[CH2:10][CH2:9][NH:8][CH2:13][CH2:12]2)[CH:21]=[CH:20][C:19]=1[Cl:22].